This data is from Full USPTO retrosynthesis dataset with 1.9M reactions from patents (1976-2016). The task is: Predict the reactants needed to synthesize the given product. The reactants are: [C:1]([O:4][C@@H:5]1[C:15]2[C:10](=[N:11][CH:12]=[CH:13][CH:14]=2)[C@H:9]([O:16][Si](C(C)C)(C(C)C)C(C)C)[CH2:8][CH2:7][C@H:6]1[C:27]1[CH:32]=[CH:31][CH:30]=[C:29]([F:33])[C:28]=1[F:34])(=[O:3])[CH3:2].CCCC[N+](CCCC)(CCCC)CCCC.[F-]. Given the product [C:1]([O:4][C@@H:5]1[C:15]2[C:10](=[N:11][CH:12]=[CH:13][CH:14]=2)[C@H:9]([OH:16])[CH2:8][CH2:7][C@H:6]1[C:27]1[CH:32]=[CH:31][CH:30]=[C:29]([F:33])[C:28]=1[F:34])(=[O:3])[CH3:2], predict the reactants needed to synthesize it.